From a dataset of Full USPTO retrosynthesis dataset with 1.9M reactions from patents (1976-2016). Predict the reactants needed to synthesize the given product. (1) Given the product [Br:15][C:7]1[S:6][C:5]2[C:3](=[O:4])[N:12]([C:14]3[CH:20]=[CH:21][C:22]([O:23][CH2:24][CH2:25][N:26]4[CH2:30][CH2:29][CH2:28][CH2:27]4)=[C:17]([F:16])[CH:18]=3)[CH:11]=[N:10][C:9]=2[CH:8]=1, predict the reactants needed to synthesize it. The reactants are: CO[C:3]([C:5]1[S:6][C:7]([Br:15])=[CH:8][C:9]=1[N:10]=[CH:11][N:12]([CH3:14])C)=[O:4].[F:16][C:17]1[CH:18]=C(N)[CH:20]=[CH:21][C:22]=1[O:23][CH2:24][CH2:25][N:26]1[CH2:30][CH2:29][CH2:28][CH2:27]1. (2) Given the product [Cl:8][C:6]1[N:5]=[CH:4][N:3]=[C:2]([NH:18][C:19]2[CH:20]=[N:21][N:22]([CH2:24][C@H:25]3[O:30][CH2:29][CH2:28][N:27]([C:31]([O:33][C:34]([CH3:37])([CH3:36])[CH3:35])=[O:32])[CH2:26]3)[CH:23]=2)[N:7]=1, predict the reactants needed to synthesize it. The reactants are: Cl[C:2]1[N:7]=[C:6]([Cl:8])[N:5]=[CH:4][N:3]=1.C(N(C(C)C)CC)(C)C.[NH2:18][C:19]1[CH:20]=[N:21][N:22]([CH2:24][C@H:25]2[O:30][CH2:29][CH2:28][N:27]([C:31]([O:33][C:34]([CH3:37])([CH3:36])[CH3:35])=[O:32])[CH2:26]2)[CH:23]=1. (3) Given the product [CH2:28]([N:24]([CH2:17][C:18]1[CH:23]=[CH:22][CH:21]=[CH:20][CH:19]=1)[CH2:25][CH2:26][N:6]1[C:5]2[CH:13]=[C:14]([C:15]#[N:16])[C:2]([F:1])=[CH:3][C:4]=2[O:9][C:8]([CH3:11])([CH3:10])[C:7]1=[O:12])[C:29]1[CH:34]=[CH:33][CH:32]=[CH:31][CH:30]=1, predict the reactants needed to synthesize it. The reactants are: [F:1][C:2]1[C:14]([C:15]#[N:16])=[CH:13][C:5]2[NH:6][C:7](=[O:12])[C:8]([CH3:11])([CH3:10])[O:9][C:4]=2[CH:3]=1.[CH2:17]([N:24]([CH2:28][C:29]1[CH:34]=[CH:33][CH:32]=[CH:31][CH:30]=1)[CH2:25][CH2:26]Br)[C:18]1[CH:23]=[CH:22][CH:21]=[CH:20][CH:19]=1. (4) Given the product [Br:31][C:32]1[CH:37]=[CH:36][C:12]([CH2:11][CH2:10][NH:13][C:14]([C:16]2[S:17][CH:18]=[CH:19][C:20]=2[NH:21][C:22]2[CH:27]=[CH:26][N:25]=[C:24]3[NH:28][CH:29]=[CH:30][C:23]=23)=[O:15])=[CH:34][CH:33]=1, predict the reactants needed to synthesize it. The reactants are: C(OC(N1[CH2:12][CH2:11][CH:10]([NH:13][C:14]([C:16]2[S:17][CH:18]=[CH:19][C:20]=2[NH:21][C:22]2[CH:27]=[CH:26][N:25]=[C:24]3[NH:28][CH:29]=[CH:30][C:23]=23)=[O:15])C1)=O)(C)(C)C.[Br:31][C:32]1[CH:37]=[CH:36]C(CCN)=[CH:34][CH:33]=1. (5) Given the product [C:1]([N:5]1[C:14]2[C:9](=[CH:10][CH:11]=[C:12]([N:28]3[CH2:32][CH2:31][CH2:30][CH2:29]3)[N:13]=2)[C:8](=[O:16])[C:7]([C:17]([O:19][CH2:20][CH3:21])=[O:18])=[CH:6]1)([CH3:4])([CH3:3])[CH3:2], predict the reactants needed to synthesize it. The reactants are: [C:1]([N:5]1[C:14]2[C:9](=[CH:10][CH:11]=[C:12](Cl)[N:13]=2)[C:8](=[O:16])[C:7]([C:17]([O:19][CH2:20][CH3:21])=[O:18])=[CH:6]1)([CH3:4])([CH3:3])[CH3:2].C(=O)([O-])[O-].[K+].[K+].[NH:28]1[CH2:32][CH2:31][CH2:30][CH2:29]1. (6) Given the product [NH2:26][C:17]1[CH:18]=[C:19]([C:22]([F:25])([F:23])[F:24])[CH:20]=[CH:21][C:16]=1[N:12]1[CH2:13][CH2:14][CH2:15][C@H:10]([N:2]([CH3:1])[C:3](=[O:9])[O:4][C:5]([CH3:6])([CH3:7])[CH3:8])[CH2:11]1, predict the reactants needed to synthesize it. The reactants are: [CH3:1][N:2]([C@H:10]1[CH2:15][CH2:14][CH2:13][N:12]([C:16]2[CH:21]=[CH:20][C:19]([C:22]([F:25])([F:24])[F:23])=[CH:18][C:17]=2[N+:26]([O-])=O)[CH2:11]1)[C:3](=[O:9])[O:4][C:5]([CH3:8])([CH3:7])[CH3:6].